This data is from Full USPTO retrosynthesis dataset with 1.9M reactions from patents (1976-2016). The task is: Predict the reactants needed to synthesize the given product. (1) The reactants are: [N+:1]([C:4]1[CH:5]=[N:6][C:7]2[C:12]([C:13]=1[NH:14][CH2:15][C:16]([CH3:19])([NH2:18])[CH3:17])=[CH:11][CH:10]=[C:9]([C:20]1[CH:25]=[CH:24][CH:23]=[CH:22][CH:21]=1)[CH:8]=2)([O-:3])=[O:2].C(N(CC)CC)C.[CH:33]1([C:39](Cl)=[O:40])[CH2:38][CH2:37][CH2:36][CH2:35][CH2:34]1. Given the product [CH3:17][C:16]([NH:18][CH:39]=[O:40])([CH3:19])[CH2:15][NH:14][C:13]1[C:12]2[C:7](=[CH:8][C:9]([C:20]3[CH:21]=[CH:22][CH:23]=[CH:24][CH:25]=3)=[CH:10][CH:11]=2)[N:6]=[CH:5][C:4]=1[N+:1]([O-:3])=[O:2].[CH2:33]1[CH2:38][CH2:37][CH2:36][CH2:35][CH2:34]1, predict the reactants needed to synthesize it. (2) Given the product [F:47][C:48]([F:53])([F:52])[C:49]([O:6][CH:7]1[CH2:8][CH2:9][CH:10]([CH2:13][C:37]2[N:32]3[N:31]=[C:30]([NH2:29])[N:39]=[C:33]3[CH:34]=[CH:35][CH:36]=2)[CH2:11][CH2:12]1)=[O:50], predict the reactants needed to synthesize it. The reactants are: C([Si](C)(C)[O:6][CH:7]1[CH2:12][CH2:11][C:10](=[CH2:13])[CH2:9][CH2:8]1)(C)(C)C.C(=O)([O-])[O-].[K+].[K+].C(OC([N:29](C(OC(C)(C)C)=O)[C:30]1[N:39]=[C:33]2[CH:34]=[CH:35][CH:36]=[C:37](Br)[N:32]2[N:31]=1)=O)(C)(C)C.[F:47][C:48]([F:53])([F:52])[C:49](O)=[O:50]. (3) Given the product [C:1]([NH:4][C:5]1[CH:14]=[CH:13][C:12]2[C:7](=[CH:8][C:9]([CH2:15][Br:16])=[CH:10][CH:11]=2)[N:6]=1)(=[O:3])[CH3:2], predict the reactants needed to synthesize it. The reactants are: [C:1]([NH:4][C:5]1[CH:14]=[CH:13][C:12]2[C:7](=[CH:8][C:9]([CH3:15])=[CH:10][CH:11]=2)[N:6]=1)(=[O:3])[CH3:2].[Br:16]N1C(=O)CCC1=O. (4) Given the product [C:14]([O:13][C:11]([N:18]1[CH2:23][CH2:22][CH:21]([NH:10][C@H:7]([C:4]2[CH:5]=[CH:6][CH:1]=[CH:2][CH:3]=2)[CH2:8][OH:9])[CH2:20][CH2:19]1)=[O:12])([CH3:17])([CH3:15])[CH3:16], predict the reactants needed to synthesize it. The reactants are: [CH:1]1[CH:6]=[CH:5][C:4]([CH:7]([NH2:10])[CH2:8][OH:9])=[CH:3][CH:2]=1.[C:11]([N:18]1[CH2:23][CH2:22][C:21](=O)[CH2:20][CH2:19]1)([O:13][C:14]([CH3:17])([CH3:16])[CH3:15])=[O:12]. (5) Given the product [CH3:10][NH:11][C:12]1[S:13][C:2]2[C:7](=[O:8])[CH2:6][CH2:5][CH2:4][C:3]=2[N:14]=1, predict the reactants needed to synthesize it. The reactants are: Br[CH:2]1[C:7](=[O:8])[CH2:6][CH2:5][CH2:4][C:3]1=O.[CH3:10][NH:11][C:12]([NH2:14])=[S:13]. (6) Given the product [Br:2][C:3]1[CH:8]=[CH:7][C:6]2[C:18]3[CH:19]4[N:14]([CH2:13][CH2:12][CH2:11]4)[CH2:15][CH2:16][C:17]=3[O:9][C:5]=2[CH:4]=1, predict the reactants needed to synthesize it. The reactants are: Cl.[Br:2][C:3]1[CH:4]=[C:5]([O:9]N)[CH:6]=[CH:7][CH:8]=1.[CH2:11]1[CH:19]2[N:14]([CH2:15][CH2:16][C:17](=O)[CH2:18]2)[CH2:13][CH2:12]1.